Dataset: Catalyst prediction with 721,799 reactions and 888 catalyst types from USPTO. Task: Predict which catalyst facilitates the given reaction. (1) Reactant: C(OC([N:8]1[CH2:13][CH2:12][C:11]([NH:26][C:27]([C:29]2[N:33]3[C@@:34]([CH2:47][C:48]4[CH:53]=[CH:52][C:51]([C:54]#[N:55])=[CH:50][CH:49]=4)([CH3:46])[C:35](=[O:45])[N:36]([C:37]4[CH:42]=[C:41]([Cl:43])[CH:40]=[C:39]([Cl:44])[CH:38]=4)[C:32]3=[N:31][CH:30]=2)=[O:28])([C:14](=[O:25])[NH:15][C:16]2([C:19]3[CH:24]=[CH:23][CH:22]=[CH:21][N:20]=3)[CH2:18][CH2:17]2)[CH2:10][CH2:9]1)=O)(C)(C)C.C(O)(C(F)(F)F)=O. Product: [N:20]1[CH:21]=[CH:22][CH:23]=[CH:24][C:19]=1[C:16]1([NH:15][C:14]([C:11]2([NH:26][C:27]([C:29]3[N:33]4[C@@:34]([CH2:47][C:48]5[CH:53]=[CH:52][C:51]([C:54]#[N:55])=[CH:50][CH:49]=5)([CH3:46])[C:35](=[O:45])[N:36]([C:37]5[CH:42]=[C:41]([Cl:43])[CH:40]=[C:39]([Cl:44])[CH:38]=5)[C:32]4=[N:31][CH:30]=3)=[O:28])[CH2:12][CH2:13][NH:8][CH2:9][CH2:10]2)=[O:25])[CH2:18][CH2:17]1. The catalyst class is: 2. (2) Product: [CH2:2]([C:3]1[CH:4]=[C:5]([CH3:22])[CH:6]=[C:7]2[C:12]=1[O:11][CH:10]([C:13]([F:16])([F:14])[F:15])[C:9]([C:17]([O:19][CH2:20][CH3:21])=[O:18])=[CH:8]2)[C:23]1[CH:28]=[CH:27][CH:26]=[CH:25][CH:24]=1. The catalyst class is: 55. Reactant: O[CH:2]([C:23]1[CH:28]=[CH:27][CH:26]=[CH:25][CH:24]=1)[C:3]1[CH:4]=[C:5]([CH3:22])[CH:6]=[C:7]2[C:12]=1[O:11][CH:10]([C:13]([F:16])([F:15])[F:14])[C:9]([C:17]([O:19][CH2:20][CH3:21])=[O:18])=[CH:8]2.C([SiH](CC)CC)C. (3) Reactant: [NH:1](C(OC(C)(C)C)=O)[C@H:2]([C:4]([N:6]1[CH2:13][CH2:12][CH2:11][C@H:7]1[C:8]([OH:10])=[O:9])=[O:5])[CH3:3].[CH3:21][N:22]1[C@@H:39]2[CH2:40][C:27]3[CH:28]=[CH:29][C:30]([O:41][CH3:42])=[C:31]4[O:32][C@H:33]5[C:34]([CH2:36][CH2:37][C@@H:38]2[C@:25]5([C:26]=34)[CH2:24][CH2:23]1)=[O:35].Cl. Product: [NH2:1][C@H:2]([C:4]([N:6]1[CH2:13][CH2:12][CH2:11][C@H:7]1[C:8]([OH:10])=[O:9])=[O:5])[CH3:3].[CH3:21][N:22]1[C@@H:39]2[CH2:40][C:27]3[CH:28]=[CH:29][C:30]([O:41][CH3:42])=[C:31]4[O:32][C@H:33]5[C:34]([CH2:36][CH2:37][C@@H:38]2[C@:25]5([C:26]=34)[CH2:24][CH2:23]1)=[O:35]. The catalyst class is: 12. (4) Reactant: [NH2:1][C:2]1[N:11]=[C:10]([C:12]([N:14]2[CH2:22][C:21]3[C:16](=[CH:17][CH:18]=[CH:19][CH:20]=3)[CH2:15]2)=[O:13])[C:9]2[C:4](=[CH:5][CH:6]=[C:7]([CH:23]([CH2:29][CH2:30][CH2:31][CH3:32])[C:24]([O:26]CC)=[O:25])[CH:8]=2)[N:3]=1.[OH-].[Na+]. Product: [NH2:1][C:2]1[N:11]=[C:10]([C:12]([N:14]2[CH2:15][C:16]3[C:21](=[CH:20][CH:19]=[CH:18][CH:17]=3)[CH2:22]2)=[O:13])[C:9]2[C:4](=[CH:5][CH:6]=[C:7]([CH:23]([CH2:29][CH2:30][CH2:31][CH3:32])[C:24]([OH:26])=[O:25])[CH:8]=2)[N:3]=1. The catalyst class is: 7. (5) Reactant: Br[C:2]1[C:3]([F:18])=[CH:4][C:5]([F:17])=[C:6]([C@:8]23[CH2:15][O:14][C@H:13]([CH3:16])[C@H:12]2[CH2:11][O:10][NH:9]3)[CH:7]=1.C(O)(=O)C. Product: [NH2:9][C@@:8]1([C:6]2[CH:7]=[CH:2][C:3]([F:18])=[CH:4][C:5]=2[F:17])[CH2:15][O:14][C@H:13]([CH3:16])[C@H:12]1[CH2:11][OH:10]. The catalyst class is: 324. (6) Reactant: [CH3:1][C:2]1[O:8][C:7]([CH3:9])=[CH:6][C:4](=[O:5])[CH:3]=1. Product: [CH3:9][C@@H:7]1[CH2:6][C:4](=[O:5])[CH2:3][C@H:2]([CH3:1])[O:8]1. The catalyst class is: 63. (7) Reactant: [CH2:1]([N:3]([CH:11]1[CH2:16][CH2:15][C:14]([C:17]2[C:25]3[C:20](=[CH:21][CH:22]=[C:23]([N+:26]([O-])=O)[CH:24]=3)[NH:19][CH:18]=2)=[CH:13][CH2:12]1)[C:4](=[O:10])[O:5][C:6]([CH3:9])([CH3:8])[CH3:7])[CH3:2].O.NN. Product: [NH2:26][C:23]1[CH:24]=[C:25]2[C:20](=[CH:21][CH:22]=1)[NH:19][CH:18]=[C:17]2[C:14]1[CH2:15][CH2:16][CH:11]([N:3]([CH2:1][CH3:2])[C:4](=[O:10])[O:5][C:6]([CH3:7])([CH3:8])[CH3:9])[CH2:12][CH:13]=1. The catalyst class is: 94.